This data is from Catalyst prediction with 721,799 reactions and 888 catalyst types from USPTO. The task is: Predict which catalyst facilitates the given reaction. (1) Reactant: [C:1]([O:5][C:6](=[O:17])[NH:7][C@@H:8]1[CH2:13][CH2:12][CH2:11][CH2:10][C@@H:9]1[N:14]=[N+]=[N-])([CH3:4])([CH3:3])[CH3:2]. Product: [C:1]([O:5][C:6](=[O:17])[NH:7][C@@H:8]1[CH2:13][CH2:12][CH2:11][CH2:10][C@@H:9]1[NH2:14])([CH3:4])([CH3:2])[CH3:3]. The catalyst class is: 19. (2) Reactant: [Br:1][C:2]1[CH:3]=[CH:4][C:5]([C:8]([F:15])([F:14])[C:9]([O:11]CC)=[O:10])=[N:6][CH:7]=1.O1CCCC1.CO.O.[OH-].[Li+]. Product: [Br:1][C:2]1[CH:3]=[CH:4][C:5]([C:8]([F:15])([F:14])[C:9]([OH:11])=[O:10])=[N:6][CH:7]=1. The catalyst class is: 6. (3) Reactant: [CH2:1]([N:3]([CH2:11][CH2:12][N:13]1[CH2:18][CH2:17][O:16][C:15]2[CH:19]=[C:20]([NH:23][C:24]([C:26]3[S:27][CH:28]=[CH:29][CH:30]=3)=[NH:25])[CH:21]=[CH:22][C:14]1=2)C(=O)OC(C)(C)C)[CH3:2].[OH-].[Na+].C(Cl)Cl. Product: [CH2:1]([NH:3][CH2:11][CH2:12][N:13]1[CH2:18][CH2:17][O:16][C:15]2[CH:19]=[C:20]([NH:23][C:24]([C:26]3[S:27][CH:28]=[CH:29][CH:30]=3)=[NH:25])[CH:21]=[CH:22][C:14]1=2)[CH3:2]. The catalyst class is: 240. (4) Reactant: [N:1]1([C:10]2[CH:17]=[CH:16][CH:15]=[CH:14][C:11]=2[C:12]#[N:13])[C:5]2[CH:6]=[CH:7][CH:8]=[CH:9][C:4]=2[N:3]=[CH:2]1.[Br:18]N1C(=O)CCC1=O.O. Product: [Br:18][C:2]1[N:1]([C:10]2[CH:17]=[CH:16][CH:15]=[CH:14][C:11]=2[C:12]#[N:13])[C:5]2[CH:6]=[CH:7][CH:8]=[CH:9][C:4]=2[N:3]=1. The catalyst class is: 12. (5) Reactant: [N+:1]([CH3:4])([O-:3])=[O:2].[O:5]1[CH:9]=[CH:8][C:7]([CH:10]=O)=[CH:6]1.[OH-].[Na+].Cl. The catalyst class is: 8. Product: [O:5]1[CH:9]=[CH:8][C:7]([CH:10]=[CH:4][N+:1]([O-:3])=[O:2])=[CH:6]1. (6) Reactant: I[C:2]1[C:10]2[C:5](=[N:6][CH:7]=[N:8][C:9]=2[NH2:11])[NH:4][N:3]=1.[CH3:12][O:13][C:14]1[CH:15]=[C:16](B(O)O)[CH:17]=[CH:18][C:19]=1[O:20][CH3:21].C(=O)([O-])[O-].[Na+].[Na+].ClCCl. Product: [CH3:12][O:13][C:14]1[CH:15]=[C:16]([C:2]2[C:10]3[C:5](=[N:6][CH:7]=[N:8][C:9]=3[NH2:11])[NH:4][N:3]=2)[CH:17]=[CH:18][C:19]=1[O:20][CH3:21]. The catalyst class is: 615. (7) Reactant: [CH3:1][O:2][C:3]1[CH:8]=[CH:7][CH:6]=[CH:5][C:4]=1/[CH:9]=[CH:10]/[CH2:11][CH2:12][C:13]([O:15][CH2:16][CH3:17])=[O:14].[H][H]. Product: [CH3:1][O:2][C:3]1[CH:8]=[CH:7][CH:6]=[CH:5][C:4]=1[CH2:9][CH2:10][CH2:11][CH2:12][C:13]([O:15][CH2:16][CH3:17])=[O:14]. The catalyst class is: 582.